The task is: Binary Classification. Given a miRNA mature sequence and a target amino acid sequence, predict their likelihood of interaction.. This data is from Experimentally validated miRNA-target interactions with 360,000+ pairs, plus equal number of negative samples. (1) The miRNA is hsa-miR-6769a-3p with sequence GAGCCCCUCUCUGCUCUCCAG. Result: 0 (no interaction). The protein sequence of the target gene is MNYSLHLAFVCLSLFTERMCIQGSQFNVEVGRSDKLSLPGFENLTAGYNKFLRPNFGGEPVQIALTLDIASISSISESNMDYTATIYLRQRWMDQRLVFEGNKSFTLDARLVEFLWVPDTYIVESKKSFLHEVTVGNRLIRLFSNGTVLYALRITTTVACNMDLSKYPMDTQTCKLQLESWGYDGNDVEFTWLRGNDSVRGLEHLRLAQYTIERYFTLVTRSQQETGNYTRLVLQFELRRNVLYFILETYVPSTFLVVLSWVSFWISLDSVPARTCIGVTTVLSMTTLMIGSRTSLPNTN.... (2) The miRNA is hsa-miR-548t-3p with sequence AAAAACCACAAUUACUUUUGCACCA. The protein sequence of the target gene is MALSEPILPSFSTFASPCRERGLQERWPRAEPESGGTDDDLNSVLDFILSMGLDGLGAEAAPEPPPPPPPPAFYYPEPGAPPPYSAPAGGLVSELLRPELDAPLGPALHGRFLLAPPGRLVKAEPPEADGGGGYGCAPGLTRGPRGLKREGAPGPAASCMRGPGGRPPPPPDTPPLSPDGPARLPAPGPRASFPPPFGGPGFGAPGPGLHYAPPAPPAFGLFDDAAAAAAALGLAPPAARGLLTPPASPLELLEAKPKRGRRSWPRKRTATHTCSYAGCGKTYTKSSHLKAHLRTHTGEK.... Result: 1 (interaction).